Dataset: Peptide-MHC class II binding affinity with 134,281 pairs from IEDB. Task: Regression. Given a peptide amino acid sequence and an MHC pseudo amino acid sequence, predict their binding affinity value. This is MHC class II binding data. The peptide sequence is EAAFTVSSKRNLADA. The MHC is HLA-DPA10103-DPB10402 with pseudo-sequence HLA-DPA10103-DPB10402. The binding affinity (normalized) is 0.0777.